From a dataset of Blood-brain barrier permeability classification from the B3DB database. Regression/Classification. Given a drug SMILES string, predict its absorption, distribution, metabolism, or excretion properties. Task type varies by dataset: regression for continuous measurements (e.g., permeability, clearance, half-life) or binary classification for categorical outcomes (e.g., BBB penetration, CYP inhibition). Dataset: b3db_classification. (1) The molecule is Cc1ccc2c(c1)[C@@]13CCCC[C@@H]1[C@@H](C2)N(C)CC3. The result is 1 (penetrates BBB). (2) The compound is COc1cccc2c1C(=O)c1c(O)c3c(c(O)c1C2=O)C[C@@](O)(C(=O)CO)C[C@@H]3O[C@H]1C[C@H](N)[C@H](O)[C@H](C)O1. The result is 1 (penetrates BBB). (3) The compound is C[C@@H](NN)c1ccccc1. The result is 1 (penetrates BBB). (4) The drug is CC(=O)OCC1=C(C(=O)O)N2C(=O)[C@H](NC(=O)CC#N)[C@H]2SC1. The result is 0 (does not penetrate BBB). (5) The molecule is CC(=O)OCC(=O)[C@@]12OC3(CCCC3)O[C@@H]1C[C@H]1[C@@H]3CCC4=CC(=O)C=C[C@]4(C)[C@@]3(F)[C@@H](O)C[C@@]12C. The result is 1 (penetrates BBB).